This data is from Peptide-MHC class I binding affinity with 185,985 pairs from IEDB/IMGT. The task is: Regression. Given a peptide amino acid sequence and an MHC pseudo amino acid sequence, predict their binding affinity value. This is MHC class I binding data. (1) The peptide sequence is DTPLIPLTIF. The MHC is HLA-A30:02 with pseudo-sequence HLA-A30:02. The binding affinity (normalized) is 0. (2) The peptide sequence is GSVNVVYTF. The MHC is HLA-B40:01 with pseudo-sequence HLA-B40:01. The binding affinity (normalized) is 0.445. (3) The peptide sequence is KAERVIDPRR. The MHC is HLA-A30:01 with pseudo-sequence HLA-A30:01. The binding affinity (normalized) is 0.136.